Dataset: Peptide-MHC class I binding affinity with 185,985 pairs from IEDB/IMGT. Task: Regression. Given a peptide amino acid sequence and an MHC pseudo amino acid sequence, predict their binding affinity value. This is MHC class I binding data. (1) The peptide sequence is FINTKEYKN. The MHC is Mamu-B08 with pseudo-sequence Mamu-B08. The binding affinity (normalized) is 0. (2) The peptide sequence is FPMAVKLFI. The MHC is HLA-C05:01 with pseudo-sequence HLA-C05:01. The binding affinity (normalized) is 0.284. (3) The peptide sequence is TRTSPNIPK. The MHC is HLA-A01:01 with pseudo-sequence HLA-A01:01. The binding affinity (normalized) is 0.0847. (4) The peptide sequence is YFPDWQNYT. The MHC is HLA-A02:02 with pseudo-sequence HLA-A02:02. The binding affinity (normalized) is 0.287. (5) The peptide sequence is ATCGIFALI. The MHC is Mamu-A01 with pseudo-sequence Mamu-A01. The binding affinity (normalized) is 0.846. (6) The peptide sequence is FMVFLQTHI. The MHC is HLA-B40:01 with pseudo-sequence HLA-B40:01. The binding affinity (normalized) is 0. (7) The peptide sequence is YENAVWDQY. The MHC is HLA-A80:01 with pseudo-sequence HLA-A80:01. The binding affinity (normalized) is 0.433. (8) The peptide sequence is ATIWQLLAF. The MHC is HLA-A01:01 with pseudo-sequence HLA-A01:01. The binding affinity (normalized) is 0.213.